This data is from Catalyst prediction with 721,799 reactions and 888 catalyst types from USPTO. The task is: Predict which catalyst facilitates the given reaction. (1) Reactant: C(OC(N[C:9]1[CH:10]=[CH:11][C:12]([O:24][C:25]([F:28])([F:27])[F:26])=[C:13]([C:15]2[CH:20]=[CH:19][C:18]([C:21]([OH:23])=O)=[CH:17][CH:16]=2)[CH:14]=1)=O)(C)(C)C.[CH3:29][N:30]([CH3:48])[S:31]([N:34]1[CH2:39][CH2:38][N:37]([CH2:40][C:41]2[CH:46]=[CH:45][C:44]([NH2:47])=[CH:43][CH:42]=2)[CH2:36][CH2:35]1)(=[O:33])=[O:32].CCN=C=N[CH2:54][CH2:55][CH2:56]N(C)C.[CH:60]1C=CC2N(O)N=NC=2C=1.CN1CC[O:74][CH2:73]C1.[OH2:77]. Product: [C:55]([O:77][C:73]([C:9]1[CH:14]=[C:13]([C:15]2[CH:20]=[CH:19][C:18]([C:21](=[O:23])[NH:47][C:44]3[CH:45]=[CH:46][C:41]([CH2:40][N:37]4[CH2:36][CH2:35][N:34]([S:31](=[O:32])(=[O:33])[N:30]([CH3:48])[CH3:29])[CH2:39][CH2:38]4)=[CH:42][CH:43]=3)=[CH:17][CH:16]=2)[C:12]([O:24][C:25]([F:27])([F:28])[F:26])=[CH:11][CH:10]=1)=[O:74])([CH3:56])([CH3:60])[CH3:54]. The catalyst class is: 3. (2) Reactant: [Cl:1][C:2]1[CH:3]=[C:4]([CH:12]([CH2:16][CH:17]2[CH2:21][CH2:20][C:19](=[O:22])[CH2:18]2)[C:13]([OH:15])=O)[CH:5]=[CH:6][C:7]=1[S:8]([CH3:11])(=[O:10])=[O:9].C(Cl)(=O)C(Cl)=O.[NH2:29][C:30]1[CH:35]=[N:34][C:33]([Br:36])=[CH:32][N:31]=1.N1C=CC=CC=1. Product: [Br:36][C:33]1[N:34]=[CH:35][C:30]([NH:29][C:13](=[O:15])[CH:12]([C:4]2[CH:5]=[CH:6][C:7]([S:8]([CH3:11])(=[O:10])=[O:9])=[C:2]([Cl:1])[CH:3]=2)[CH2:16][CH:17]2[CH2:21][CH2:20][C:19](=[O:22])[CH2:18]2)=[N:31][CH:32]=1. The catalyst class is: 454. (3) Reactant: [F:1][C:2]1[CH:7]=[CH:6][C:5]([F:8])=[CH:4][C:3]=1[C@@H:9]1[C@@H:14]([NH:15][C:16](=[O:18])[O-:17])[CH2:13][C:12](=O)[CH2:11][O:10]1.[CH3:20][C:21]1[CH:26]=CC(S([O-])(=O)=O)=C[CH:22]=1.[CH3:31][S:32]([N:35]1[CH2:39][CH:38]2[CH2:40][NH2+:41][CH2:42][CH:37]2[CH2:36]1)(=[O:34])=[O:33].C(O[BH-](OC(=O)C)OC(=O)C)(=O)C.[Na+]. Product: [C:21]([O:17][C:16](=[O:18])[NH:15][C@H:14]1[CH2:13][C@@H:12]([N:41]2[CH2:40][CH:38]3[CH:37]([CH2:36][N:35]([S:32]([CH3:31])(=[O:33])=[O:34])[CH2:39]3)[CH2:42]2)[CH2:11][O:10][C@@H:9]1[C:3]1[CH:4]=[C:5]([F:8])[CH:6]=[CH:7][C:2]=1[F:1])([CH3:26])([CH3:22])[CH3:20]. The catalyst class is: 44. (4) Reactant: Cl[C:2]1[C:7]([N+:8]([O-:10])=[O:9])=[CH:6][N:5]=[C:4]([C:11]2[C:19]3[C:14](=[N:15][CH:16]=[CH:17][CH:18]=3)[N:13]([CH2:20][C:21]3[CH:26]=[CH:25][CH:24]=[CH:23][C:22]=3[F:27])[N:12]=2)[N:3]=1.[CH3:28][O:29][C:30]1[CH:37]=[C:36]([O:38][CH3:39])[CH:35]=[CH:34][C:31]=1[CH2:32][NH2:33].C(NC(C)C)(C)C. Product: [CH3:28][O:29][C:30]1[CH:37]=[C:36]([O:38][CH3:39])[CH:35]=[CH:34][C:31]=1[CH2:32][NH:33][C:2]1[C:7]([N+:8]([O-:10])=[O:9])=[CH:6][N:5]=[C:4]([C:11]2[C:19]3[C:14](=[N:15][CH:16]=[CH:17][CH:18]=3)[N:13]([CH2:20][C:21]3[CH:26]=[CH:25][CH:24]=[CH:23][C:22]=3[F:27])[N:12]=2)[N:3]=1. The catalyst class is: 12.